From a dataset of Full USPTO retrosynthesis dataset with 1.9M reactions from patents (1976-2016). Predict the reactants needed to synthesize the given product. (1) Given the product [NH:3]1[C:11]2[C:6](=[CH:7][CH:8]=[C:9]([C:12]([OH:14])=[O:13])[CH:10]=2)[CH:5]=[CH:4]1, predict the reactants needed to synthesize it. The reactants are: [OH-].[Li+].[NH:3]1[C:11]2[C:6](=[CH:7][CH:8]=[C:9]([C:12]([O:14]C)=[O:13])[CH:10]=2)[CH:5]=[CH:4]1. (2) Given the product [C:27]([N:25]1[CH:26]=[C:22]([C:21]2[C:16]([O:8][C:5]3[CH:6]=[CH:7][C:2]([NH2:1])=[CH:3][CH:4]=3)=[N:17][CH:18]=[CH:19][CH:20]=2)[CH:23]=[N:24]1)([C:40]1[CH:45]=[CH:44][CH:43]=[CH:42][CH:41]=1)([C:34]1[CH:35]=[CH:36][CH:37]=[CH:38][CH:39]=1)[C:28]1[CH:33]=[CH:32][CH:31]=[CH:30][CH:29]=1, predict the reactants needed to synthesize it. The reactants are: [NH2:1][C:2]1[CH:7]=[CH:6][C:5]([OH:8])=[CH:4][CH:3]=1.C(=O)([O-])[O-].[Cs+].[Cs+].Cl[C:16]1[C:21]([C:22]2[CH:23]=[N:24][N:25]([C:27]([C:40]3[CH:45]=[CH:44][CH:43]=[CH:42][CH:41]=3)([C:34]3[CH:39]=[CH:38][CH:37]=[CH:36][CH:35]=3)[C:28]3[CH:33]=[CH:32][CH:31]=[CH:30][CH:29]=3)[CH:26]=2)=[CH:20][CH:19]=[CH:18][N:17]=1. (3) The reactants are: C(OC(=O)[NH:7][C@@H:8]1[CH2:13][CH2:12][CH2:11][N:10]([C:14]2[CH:19]=[CH:18][C:17]([NH:20][C:21]3[C:30]4[C:25](=[CH:26][CH:27]=[C:28]([C:31]5[CH:36]=[C:35]([F:37])[C:34]([OH:38])=[C:33]([Cl:39])[CH:32]=5)[N:29]=4)[N:24]=[CH:23][C:22]=3[C:40](=[O:43])[CH2:41][CH3:42])=[CH:16][N:15]=2)[CH2:9]1)(C)(C)C.C(O)(C(F)(F)F)=O. Given the product [Cl-:39].[Cl-:39].[Cl-:39].[NH2:7][C@@H:8]1[CH2:13][CH2:12][CH2:11][N:10]([C:14]2[N:15]=[CH:16][C:17]([NH:20][C:21]3[C:30]4[C:25](=[CH:26][CH:27]=[C:28]([C:31]5[CH:36]=[C:35]([F:37])[C:34]([OH:38])=[C:33]([Cl:39])[CH:32]=5)[N:29]=4)[N:24]=[CH:23][C:22]=3[C:40](=[O:43])[CH2:41][CH3:42])=[CH:18][CH:19]=2)[CH2:9]1, predict the reactants needed to synthesize it. (4) Given the product [Si:1]([O:8][C:9]1[CH:10]=[C:11]2[C:15](=[CH:16][CH:17]=1)[N:14]([CH:18]1[CH2:23][CH2:22][CH2:21][CH2:20][O:19]1)[N:13]=[C:12]2[CH2:24][OH:25])([C:4]([CH3:7])([CH3:6])[CH3:5])([CH3:3])[CH3:2], predict the reactants needed to synthesize it. The reactants are: [Si:1]([O:8][C:9]1[CH:10]=[C:11]2[C:15](=[CH:16][CH:17]=1)[N:14]([CH:18]1[CH2:23][CH2:22][CH2:21][CH2:20][O:19]1)[N:13]=[C:12]2[C:24](OC)=[O:25])([C:4]([CH3:7])([CH3:6])[CH3:5])([CH3:3])[CH3:2].